Task: Predict the reactants needed to synthesize the given product.. Dataset: Full USPTO retrosynthesis dataset with 1.9M reactions from patents (1976-2016) (1) Given the product [N:18]1[CH:24]=[CH:23][CH:22]=[CH:21][C:26]=1[C:4]#[C:3][CH2:2][CH2:1][N:5]1[CH:13]=[C:12]2[C:7]([CH:8]=[CH:9][CH:10]=[CH:11]2)=[N:6]1.[N:48]1[CH:49]=[CH:50][CH:51]=[CH:52][C:47]=1[C:17]#[C:16][CH2:15][CH2:14][N:18]1[C:26]2[C:21](=[CH:22][CH:23]=[CH:24][CH:25]=2)[CH:20]=[N:19]1, predict the reactants needed to synthesize it. The reactants are: [CH2:1]([N:5]1[CH:13]=[C:12]2[C:7]([CH:8]=[CH:9][CH:10]=[CH:11]2)=[N:6]1)[CH2:2][C:3]#[CH:4].[CH2:14]([N:18]1[C:26]2[C:21](=[CH:22][CH:23]=[CH:24][CH:25]=2)[CH:20]=[N:19]1)[CH2:15][C:16]#[CH:17].C1C=CC(P(C2C=CC=CC=2)C2C=CC=CC=2)=CC=1.Br[C:47]1[CH:52]=[CH:51][CH:50]=[CH:49][N:48]=1. (2) The reactants are: C([O:3][C:4](=O)[C:5]1[CH:10]=[CH:9][N:8]=[CH:7][C:6]=1[OH:11])C.[NH3:13]. Given the product [OH:11][C:6]1[CH:7]=[N:8][CH:9]=[CH:10][C:5]=1[C:4]([NH2:13])=[O:3], predict the reactants needed to synthesize it.